This data is from Reaction yield outcomes from USPTO patents with 853,638 reactions. The task is: Predict the reaction yield, written as a fraction of the theoretical maximum amount of product (1.0 means a 100% yield; for example, 0.34 means a 34% yield). (1) The reactants are [I:1][C:2]1[C:10]2[NH:9][C:8]3[CH2:11][CH2:12][N:13](C(OC(C)(C)C)=O)[CH2:14][C:7]=3[C:6]=2[CH:5]=[CH:4][CH:3]=1.[OH-].[K+].I[CH3:25].[OH-].[Na+]. The catalyst is COCCOC.C(OCC)(=O)C.C(Cl)Cl. The product is [I:1][C:2]1[C:10]2[N:9]([CH3:25])[C:8]3[CH2:11][CH2:12][NH:13][CH2:14][C:7]=3[C:6]=2[CH:5]=[CH:4][CH:3]=1. The yield is 0.730. (2) The reactants are [CH3:1][N:2]1[CH:6]=[C:5]([N+:7]([O-:9])=[O:8])[CH:4]=[N:3]1.C[Si](C)(C)[N-][Si](C)(C)C.[Li+].[Cl:20]C(Cl)(Cl)C(Cl)(Cl)Cl. The catalyst is C1COCC1. The product is [Cl:20][C:6]1[N:2]([CH3:1])[N:3]=[CH:4][C:5]=1[N+:7]([O-:9])=[O:8]. The yield is 0.200. (3) The reactants are [OH:1][C:2]1[CH:3]=[C:4]2[C:9](=[CH:10][CH:11]=1)[CH2:8][N:7]([C:12]1[CH:13]=[C:14]([CH:19]=[CH:20][CH:21]=1)[C:15]([O:17][CH3:18])=[O:16])[C:6](=[O:22])[CH2:5]2.[Cl:23][C:24]1[CH:29]=[CH:28][CH:27]=[C:26]([Cl:30])[C:25]=1[C:31]1[C:35]([CH2:36]O)=[C:34]([CH:38]([CH3:40])[CH3:39])[O:33][N:32]=1.C1(P(C2C=CC=CC=2)C2C=CC=CC=2)C=CC=CC=1.N(C(OC(C)C)=O)=NC(OC(C)C)=O. The catalyst is C1(C)C=CC=CC=1. The product is [Cl:30][C:26]1[CH:27]=[CH:28][CH:29]=[C:24]([Cl:23])[C:25]=1[C:31]1[C:35]([CH2:36][O:1][C:2]2[CH:3]=[C:4]3[C:9](=[CH:10][CH:11]=2)[CH2:8][N:7]([C:12]2[CH:13]=[C:14]([CH:19]=[CH:20][CH:21]=2)[C:15]([O:17][CH3:18])=[O:16])[C:6](=[O:22])[CH2:5]3)=[C:34]([CH:38]([CH3:40])[CH3:39])[O:33][N:32]=1. The yield is 0.0850. (4) The yield is 0.850. The product is [CH:4]1[C:5]2[NH:6][C:7]3[C:12](=[CH:11][CH:10]=[CH:9][CH:8]=3)[C:13]=2[CH:14]=[C:2]([C:27]2[C:21]3[O:20][C:19]4[CH:18]=[CH:17][CH:16]=[CH:15][C:23]=4[C:22]=3[CH:24]=[CH:25][CH:26]=2)[CH:3]=1. The reactants are Br[C:2]1[CH:3]=[CH:4][C:5]2[NH:6][C:7]3[C:12]([C:13]=2[CH:14]=1)=[CH:11][CH:10]=[CH:9][CH:8]=3.[CH:15]1[C:23]2[C:22]3[CH:24]=[CH:25][CH:26]=[CH:27][C:21]=3[O:20][C:19]=2[C:18](B(O)O)=[CH:17][CH:16]=1.C1(C)C=CC=CC=1P(C1C=CC=CC=1C)C1C=CC=CC=1C.C(=O)([O-])[O-].[K+].[K+]. The catalyst is C([O-])(=O)C.[Pd+2].C([O-])(=O)C.C(O)C.C1(C)C=CC=CC=1. (5) The reactants are [Cl:1][C:2]1[N:7]=[C:6]([OH:8])[CH:5]=[CH:4][CH:3]=1.Br[CH:10]1[CH2:13][CH2:12][CH2:11]1.C([O-])([O-])=O.[K+].[K+]. The catalyst is CN(C=O)C. The product is [Cl:1][C:2]1[CH:3]=[CH:4][CH:5]=[C:6]([O:8][CH:10]2[CH2:13][CH2:12][CH2:11]2)[N:7]=1. The yield is 0.980. (6) The reactants are [N:1]1[CH:6]=[CH:5][CH:4]=[C:3]([C:7]2[CH:8]=[CH:9][C:10]([C:13]([OH:15])=O)=[N:11][CH:12]=2)[CH:2]=1.[NH2:16][C@@H:17]([CH3:33])[CH2:18][N:19]1[CH:23]=[CH:22][C:21]([C:24]2[CH:31]=[CH:30][C:27]([C:28]#[N:29])=[C:26]([Cl:32])[CH:25]=2)=[N:20]1. The catalyst is CN(C)C=O. The product is [Cl:32][C:26]1[CH:25]=[C:24]([C:21]2[CH:22]=[CH:23][N:19]([CH2:18][C@@H:17]([NH:16][C:13]([C:10]3[N:11]=[CH:12][C:7]([C:3]4[CH:2]=[N:1][CH:6]=[CH:5][CH:4]=4)=[CH:8][CH:9]=3)=[O:15])[CH3:33])[N:20]=2)[CH:31]=[CH:30][C:27]=1[C:28]#[N:29]. The yield is 0.452. (7) The reactants are [CH2:1]([O:8][N:9]1[C:15](=[O:16])[N:14]2[CH2:17][C@H:10]1[C:11]([CH2:21][CH2:22][N+:23]([O-])=O)=[CH:12][C@H:13]2[C:18]([NH2:20])=[O:19])[C:2]1[CH:7]=[CH:6][CH:5]=[CH:4][CH:3]=1.[C:26](O)(=[O:28])[CH3:27].CCN(C(C)C)C(C)C.C(OC(=O)C)(=O)C. The catalyst is C(O)C.C(Cl)Cl.[Zn]. The product is [C:26]([NH:23][CH2:22][CH2:21][C:11]1[C@@H:10]2[CH2:17][N:14]([C:15](=[O:16])[N:9]2[O:8][CH2:1][C:2]2[CH:7]=[CH:6][CH:5]=[CH:4][CH:3]=2)[C@H:13]([C:18]([NH2:20])=[O:19])[CH:12]=1)(=[O:28])[CH3:27]. The yield is 0.610.